The task is: Predict which catalyst facilitates the given reaction.. This data is from Catalyst prediction with 721,799 reactions and 888 catalyst types from USPTO. (1) Reactant: [NH2:1][C:2]([C@@H:4]1[CH2:8][CH2:7][C@H:6]([C:9]2[CH:14]=[CH:13][C:12]([OH:15])=[CH:11][CH:10]=2)[N:5]1[C:16]([O:18][C:19]([CH3:22])([CH3:21])[CH3:20])=[O:17])=[O:3].C(=O)([O-])[O-].[K+].[K+].Br[CH2:30][C:31]1[CH:36]=[CH:35][CH:34]=[CH:33][C:32]=1[F:37].C(OCC)(=O)C. Product: [NH2:1][C:2]([C@@H:4]1[CH2:8][CH2:7][C@H:6]([C:9]2[CH:14]=[CH:13][C:12]([O:15][CH2:30][C:31]3[CH:36]=[CH:35][CH:34]=[CH:33][C:32]=3[F:37])=[CH:11][CH:10]=2)[N:5]1[C:16]([O:18][C:19]([CH3:22])([CH3:21])[CH3:20])=[O:17])=[O:3]. The catalyst class is: 47. (2) Reactant: [C:1]([O:5][C:6]([N:8]1[CH2:30][CH2:29][C:11]2[N:12]([CH:20]=[CH:21][C:22]3[CH:23]=[N:24][C:25]([CH3:28])=[CH:26][CH:27]=3)[C:13]3[CH:14]=[CH:15][C:16]([CH3:19])=[CH:17][C:18]=3[C:10]=2[CH2:9]1)=[O:7])([CH3:4])([CH3:3])[CH3:2]. Product: [C:1]([O:5][C:6]([N:8]1[CH2:30][CH2:29][C:11]2[N:12]([CH2:20][CH2:21][C:22]3[CH:23]=[N:24][C:25]([CH3:28])=[CH:26][CH:27]=3)[C:13]3[CH:14]=[CH:15][C:16]([CH3:19])=[CH:17][C:18]=3[C:10]=2[CH2:9]1)=[O:7])([CH3:4])([CH3:2])[CH3:3]. The catalyst class is: 43. (3) Reactant: [F:1][C:2]1[CH:7]=[CH:6][C:5]([O:8][C:9]2[CH:14]=[CH:13][C:12](I)=[CH:11][CH:10]=2)=[CH:4][CH:3]=1.C(Cl)Cl.C([O-])(=O)C.[K+].[CH3:24][C:25]1([CH3:41])[C:29]([CH3:31])([CH3:30])[O:28][B:27]([B:27]2[O:28][C:29]([CH3:31])([CH3:30])[C:25]([CH3:41])([CH3:24])[O:26]2)[O:26]1. Product: [F:1][C:2]1[CH:7]=[CH:6][C:5]([O:8][C:9]2[CH:14]=[CH:13][C:12]([B:27]3[O:28][C:29]([CH3:31])([CH3:30])[C:25]([CH3:41])([CH3:24])[O:26]3)=[CH:11][CH:10]=2)=[CH:4][CH:3]=1. The catalyst class is: 75. (4) The catalyst class is: 2. Product: [CH3:26][S:27]([O:23][CH2:22][CH:12]1[N:11]2[C:15](=[CH:16][C:17](=[O:21])[C:18]([O:19][CH3:20])=[C:10]2[C:8](=[O:9])[NH:7][CH2:6][C:5]2[CH:24]=[CH:25][C:2]([F:1])=[CH:3][CH:4]=2)[CH2:14][CH2:13]1)(=[O:29])=[O:28]. Reactant: [F:1][C:2]1[CH:25]=[CH:24][C:5]([CH2:6][NH:7][C:8]([C:10]2[N:11]3[C:15](=[CH:16][C:17](=[O:21])[C:18]=2[O:19][CH3:20])[CH2:14][CH2:13][CH:12]3[CH2:22][OH:23])=[O:9])=[CH:4][CH:3]=1.[CH3:26][S:27](Cl)(=[O:29])=[O:28].O.